From a dataset of Reaction yield outcomes from USPTO patents with 853,638 reactions. Predict the reaction yield, written as a fraction of the theoretical maximum amount of product (1.0 means a 100% yield; for example, 0.34 means a 34% yield). The reactants are Cl[C:2]1[CH:7]=[CH:6][C:5]([NH:8][C:9]([NH:11][C:12]2[CH:17]=[CH:16][CH:15]=[C:14]([C:18]3[CH:23]=[CH:22][CH:21]=[C:20]([N:24]4[CH2:28][CH2:27][CH2:26][CH2:25]4)[N:19]=3)[CH:13]=2)=[O:10])=[CH:4][CH:3]=1.[O:29](C1C=CC=CC=1N)[C:30]1[CH:35]=[CH:34][CH:33]=[CH:32][CH:31]=1.CCN(C(C)C)C(C)C. The catalyst is CN(C=O)C. The product is [O:29]([C:6]1[CH:7]=[CH:2][CH:3]=[CH:4][C:5]=1[NH:8][C:9]([NH:11][C:12]1[CH:17]=[CH:16][CH:15]=[C:14]([C:18]2[CH:23]=[CH:22][CH:21]=[C:20]([N:24]3[CH2:28][CH2:27][CH2:26][CH2:25]3)[N:19]=2)[CH:13]=1)=[O:10])[C:30]1[CH:35]=[CH:34][CH:33]=[CH:32][CH:31]=1. The yield is 0.660.